Dataset: Forward reaction prediction with 1.9M reactions from USPTO patents (1976-2016). Task: Predict the product of the given reaction. (1) Given the reactants [N:1]1([C:9]([O:11][C:12]([CH3:15])([CH3:14])[CH3:13])=[O:10])[CH2:8][CH2:7][CH2:6][C@H:2]1[C:3]([OH:5])=[O:4].C1CCC(N=C=NC2CCCCC2)CC1.[CH:31](Cl)(O)[CH:32]([Cl:34])[Cl:33].C(Cl)(Cl)[Cl:38], predict the reaction product. The product is: [N:1]1([C:9]([O:11][C:12]([CH3:15])([CH3:14])[CH3:13])=[O:10])[CH2:8][CH2:7][CH2:6][C@H:2]1[C:3]([O:5][CH2:31][C:32]([Cl:34])([Cl:38])[Cl:33])=[O:4]. (2) Given the reactants Br[C:2]1[S:3][CH:4]=[C:5]([C:7]([NH:9][C:10]2[CH:11]=[N:12][N:13]([CH3:31])[C:14]=2[C@H:15]2[O:21][CH2:20][C@@H:19]([F:22])[C@H:18]([NH:23]C(=O)OC(C)(C)C)[CH2:17][CH2:16]2)=[O:8])[N:6]=1.[F:32][C:33]1[C:34](B(O)O)=[N:35][CH:36]=[CH:37][CH:38]=1, predict the reaction product. The product is: [NH2:23][C@H:18]1[C@H:19]([F:22])[CH2:20][O:21][C@H:15]([C:14]2[N:13]([CH3:31])[N:12]=[CH:11][C:10]=2[NH:9][C:7]([C:5]2[N:6]=[C:2]([C:34]3[C:33]([F:32])=[CH:38][CH:37]=[CH:36][N:35]=3)[S:3][CH:4]=2)=[O:8])[CH2:16][CH2:17]1. (3) Given the reactants [CH3:1][C:2]1([CH3:35])[CH:7]([C:8]([O:10]C)=[O:9])[CH2:6][CH:5]=[C:4]([C:12]2[N:13]=[CH:14][N:15]([C:17]3[CH:22]=[C:21]([NH:23][C:24]4[N:29]=[C:28]([C:30]([F:33])([F:32])[F:31])[CH:27]=[CH:26][N:25]=4)[CH:20]=[C:19]([CH3:34])[CH:18]=3)[CH:16]=2)[CH2:3]1.[OH-].[Na+].Cl, predict the reaction product. The product is: [CH3:1][C:2]1([CH3:35])[CH:7]([C:8]([OH:10])=[O:9])[CH2:6][CH:5]=[C:4]([C:12]2[N:13]=[CH:14][N:15]([C:17]3[CH:22]=[C:21]([NH:23][C:24]4[N:29]=[C:28]([C:30]([F:33])([F:31])[F:32])[CH:27]=[CH:26][N:25]=4)[CH:20]=[C:19]([CH3:34])[CH:18]=3)[CH:16]=2)[CH2:3]1. (4) Given the reactants [CH2:1]([OH:19])[CH2:2][O:3][CH2:4][CH2:5][O:6][CH2:7][CH2:8][O:9][CH2:10][CH2:11][O:12][CH2:13][CH2:14][O:15][CH2:16][CH2:17][OH:18].[S:20](Cl)([C:23]1[CH:29]=[CH:28][C:26](C)=[CH:25][CH:24]=1)(=[O:22])=[O:21].[I-].[K+], predict the reaction product. The product is: [OH:18][CH2:17][CH2:16][O:15][CH2:14][CH2:13][O:12][CH2:11][CH2:10][O:9][CH2:8][CH2:7][O:6][CH2:5][CH2:4][O:3][CH2:2][CH2:1][O:19][S:20]([C:23]1[CH:29]=[CH:28][CH:26]=[CH:25][CH:24]=1)(=[O:22])=[O:21]. (5) Given the reactants [NH2:1][C:2]1[C:7]([CH:8]=O)=[CH:6][N:5]=[C:4]([S:10][CH3:11])[N:3]=1.[CH3:12][O:13][C:14]1[CH:15]=[C:16]([CH:18]=[C:19]([O:21][CH3:22])[CH:20]=1)[NH2:17].C(O)(=O)C, predict the reaction product. The product is: [CH3:22][O:21][C:19]1[CH:18]=[C:16]([NH:17][CH2:8][C:7]2[C:2]([NH2:1])=[N:3][C:4]([S:10][CH3:11])=[N:5][CH:6]=2)[CH:15]=[C:14]([O:13][CH3:12])[CH:20]=1. (6) Given the reactants Cl.Cl.[CH3:3][C@H:4]1[C:12]2[C:11]([N:13]3[CH2:18][CH2:17][NH:16][CH2:15][C@@H:14]3[CH3:19])=[N:10][CH:9]=[N:8][C:7]=2[CH2:6][CH2:5]1.C(N(CC)CC)C.[C:27]([O:31][C:32]([NH:34][C@H:35]([CH2:39][C:40]1[CH:45]=[CH:44][C:43]([Cl:46])=[CH:42][CH:41]=1)[C:36](O)=[O:37])=[O:33])([CH3:30])([CH3:29])[CH3:28].CN(C(ON1N=NC2C=CC=CC1=2)=[N+](C)C)C.F[P-](F)(F)(F)(F)F, predict the reaction product. The product is: [Cl:46][C:43]1[CH:44]=[CH:45][C:40]([CH2:39][C@@H:35]([NH:34][C:32](=[O:33])[O:31][C:27]([CH3:29])([CH3:28])[CH3:30])[C:36]([N:16]2[CH2:17][CH2:18][N:13]([C:11]3[C:12]4[C@H:4]([CH3:3])[CH2:5][CH2:6][C:7]=4[N:8]=[CH:9][N:10]=3)[C@@H:14]([CH3:19])[CH2:15]2)=[O:37])=[CH:41][CH:42]=1. (7) Given the reactants [Br:1][C:2]1[C:3]([CH2:9][NH:10][CH2:11][C:12]2[CH:17]=[CH:16][C:15]([O:18][CH3:19])=[CH:14][CH:13]=2)=[N:4][C:5]([F:8])=[CH:6][CH:7]=1.C(N(CC)C(C)C)(C)C.[C:29]1([N:35]=[C:36]=[O:37])[CH:34]=[CH:33][CH:32]=[CH:31][CH:30]=1, predict the reaction product. The product is: [Br:1][C:2]1[C:3]([CH2:9][N:10]([CH2:11][C:12]2[CH:17]=[CH:16][C:15]([O:18][CH3:19])=[CH:14][CH:13]=2)[C:36]([NH:35][C:29]2[CH:34]=[CH:33][CH:32]=[CH:31][CH:30]=2)=[O:37])=[N:4][C:5]([F:8])=[CH:6][CH:7]=1.